This data is from Reaction yield outcomes from USPTO patents with 853,638 reactions. The task is: Predict the reaction yield, written as a fraction of the theoretical maximum amount of product (1.0 means a 100% yield; for example, 0.34 means a 34% yield). (1) The catalyst is O(C1C=CC=CC=1)C1C=CC=CC=1. The product is [F:18][C:19]1[CH:24]=[C:23]([N+:25]([O-:27])=[O:26])[CH:22]=[CH:21][C:20]=1[CH2:29][C:2]1[CH:7]=[CH:6][N:5]=[C:4]2[CH:8]=[C:9]([C:11]([C:13]3[O:14][CH:15]=[CH:16][CH:17]=3)=[O:12])[S:10][C:3]=12. The reactants are Cl[C:2]1[CH:7]=[CH:6][N:5]=[C:4]2[CH:8]=[C:9]([C:11]([C:13]3[O:14][CH:15]=[CH:16][CH:17]=3)=[O:12])[S:10][C:3]=12.[F:18][C:19]1[CH:24]=[C:23]([N+:25]([O-:27])=[O:26])[CH:22]=[CH:21][C:20]=1O.[C:29]([O-])([O-])=O.[K+].[K+]. The yield is 0.390. (2) The reactants are [CH3:1][O:2][C:3]1[CH:4]=[C:5]2[C:10](=[CH:11][C:12]=1[O:13][CH2:14][CH:15]1[CH2:17][O:16]1)[N:9]=[CH:8][CH:7]=[C:6]2[O:18][C:19]1[C:20]([C:27]2[CH:32]=[CH:31][C:30]([CH3:33])=[CH:29][N:28]=2)=[N:21][C:22]([CH3:26])=[C:23]([CH3:25])[CH:24]=1.FC(F)(F)C(O)=[O:37].[OH-].[Na+].O. The catalyst is C(Cl)Cl. The product is [CH3:1][O:2][C:3]1[CH:4]=[C:5]2[C:10](=[CH:11][C:12]=1[O:13][CH2:14][CH:15]([OH:37])[CH2:17][OH:16])[N:9]=[CH:8][CH:7]=[C:6]2[O:18][C:19]1[C:20]([C:27]2[CH:32]=[CH:31][C:30]([CH3:33])=[CH:29][N:28]=2)=[N:21][C:22]([CH3:26])=[C:23]([CH3:25])[CH:24]=1. The yield is 0.630. (3) The reactants are F[C:2]1[CH:7]=[CH:6][CH:5]=[CH:4][C:3]=1[N+:8]([O-:10])=[O:9].[CH3:11][NH:12][CH3:13]. The catalyst is O1CCCC1. The product is [CH3:11][N:12]([CH3:13])[C:2]1[CH:7]=[CH:6][CH:5]=[CH:4][C:3]=1[N+:8]([O-:10])=[O:9]. The yield is 0.830. (4) The reactants are [CH3:1][S:2]([C:5]1[CH:10]=[CH:9][C:8]([CH2:11][CH2:12][CH2:13][N:14]2[CH2:19][CH2:18][CH2:17][C@@H:16]([CH2:20][N:21]3[CH2:26][CH2:25][NH:24][CH2:23][CH2:22]3)[CH2:15]2)=[CH:7][CH:6]=1)(=[O:4])=[O:3].[Cl:27][C:28]1[CH:29]=[C:30]([N:35]=[C:36]=[O:37])[CH:31]=[CH:32][C:33]=1[F:34]. The catalyst is C1(C)C=CC=CC=1. The product is [Cl:27][C:28]1[CH:29]=[C:30]([NH:35][C:36]([N:24]2[CH2:25][CH2:26][N:21]([CH2:20][C@@H:16]3[CH2:17][CH2:18][CH2:19][N:14]([CH2:13][CH2:12][CH2:11][C:8]4[CH:7]=[CH:6][C:5]([S:2]([CH3:1])(=[O:3])=[O:4])=[CH:10][CH:9]=4)[CH2:15]3)[CH2:22][CH2:23]2)=[O:37])[CH:31]=[CH:32][C:33]=1[F:34]. The yield is 0.500. (5) The reactants are [Br:1][C:2]1[CH:7]=[CH:6][C:5]([CH:8]2[CH2:14][C:13](=O)O[C:10](=O)[CH2:9]2)=[CH:4][CH:3]=1.[CH2:16]([NH2:23])[C:17]1[CH:22]=[CH:21][CH:20]=[CH:19][CH:18]=1. The catalyst is C1(C)C=CC=CC=1. The product is [CH2:16]([N:23]1[CH2:13][CH2:14][CH:8]([C:5]2[CH:6]=[CH:7][C:2]([Br:1])=[CH:3][CH:4]=2)[CH2:9][CH2:10]1)[C:17]1[CH:22]=[CH:21][CH:20]=[CH:19][CH:18]=1. The yield is 0.500.